Dataset: Catalyst prediction with 721,799 reactions and 888 catalyst types from USPTO. Task: Predict which catalyst facilitates the given reaction. Reactant: [H-].[Na+].[CH2:3]([N:10]1[CH:18]([OH:19])[C:17]2[C:12](=[CH:13][CH:14]=[CH:15][CH:16]=2)[C:11]1=[O:20])[C:4]1[CH:9]=[CH:8][CH:7]=[CH:6][CH:5]=1.Br[CH2:22][C:23]([OH:25])=[O:24]. Product: [CH2:3]([N:10]1[C:18](=[O:19])[C:17]2[C:12](=[CH:13][CH:14]=[CH:15][CH:16]=2)[CH:11]1[O:20][CH2:22][C:23]([OH:25])=[O:24])[C:4]1[CH:5]=[CH:6][CH:7]=[CH:8][CH:9]=1. The catalyst class is: 1.